The task is: Predict which catalyst facilitates the given reaction.. This data is from Catalyst prediction with 721,799 reactions and 888 catalyst types from USPTO. (1) Reactant: [NH:1]([C:9]([O:11][C:12]([CH3:15])([CH3:14])[CH3:13])=[O:10])[C@H:2]([C:6]([OH:8])=[O:7])[CH2:3][CH2:4][OH:5].[H-].[Na+].[CH2:18](Br)[CH:19]=[CH2:20]. The catalyst class is: 3. Product: [NH:1]([C:9]([O:11][C:12]([CH3:15])([CH3:14])[CH3:13])=[O:10])[C@H:2]([C:6]([OH:8])=[O:7])[CH2:3][CH2:4][O:5][CH2:20][CH:19]=[CH2:18]. (2) Product: [C:10]([N:1]1[CH:2]([C:7]([OH:9])=[O:8])[CH2:3][C:4](=[O:6])[NH:5][CH:17]1[CH2:18][CH2:19][CH2:20][CH2:21][CH3:22])(=[O:16])[CH2:11][CH2:12][CH2:13][CH2:14][CH3:15]. The catalyst class is: 5. Reactant: [NH2:1][C@H:2]([C:7]([OH:9])=[O:8])[CH2:3][C:4](=[O:6])[NH2:5].[CH:10](=[O:16])[CH2:11][CH2:12][CH2:13][CH2:14][CH3:15].[C:17](Cl)(=O)[CH2:18][CH2:19][CH2:20][CH2:21][CH3:22]. (3) Reactant: [N+:1]([C:4]1[CH:9]=[C:8]([C:10]([F:13])([F:12])[F:11])[CH:7]=[CH:6][C:5]=1[NH2:14])([O-:3])=[O:2].C[Si]([N-][Si](C)(C)C)(C)C.[Na+].[C:25]([O:29][C:30](O[C:30]([O:29][C:25]([CH3:28])([CH3:27])[CH3:26])=[O:31])=[O:31])([CH3:28])([CH3:27])[CH3:26]. Product: [C:25]([O:29][C:30](=[O:31])[NH:14][C:5]1[CH:6]=[CH:7][C:8]([C:10]([F:11])([F:12])[F:13])=[CH:9][C:4]=1[N+:1]([O-:3])=[O:2])([CH3:28])([CH3:27])[CH3:26]. The catalyst class is: 1. (4) Reactant: [NH:1]1[CH2:6][CH2:5][O:4][CH2:3][CH2:2]1.[Br:7][C:8]1[CH:13]=[CH:12][C:11]([CH2:14][CH2:15][C:16](Cl)=[O:17])=[CH:10][CH:9]=1. Product: [Br:7][C:8]1[CH:9]=[CH:10][C:11]([CH2:14][CH2:15][C:16]([N:1]2[CH2:6][CH2:5][O:4][CH2:3][CH2:2]2)=[O:17])=[CH:12][CH:13]=1. The catalyst class is: 46. (5) Product: [CH3:4][C:5]1([CH3:19])[CH2:11][CH2:10][CH2:9][NH:8][C:7]2[CH:12]=[CH:13][C:14]([NH2:16])=[CH:15][C:6]1=2. Reactant: O.NN.[CH3:4][C:5]1([CH3:19])[CH2:11][CH2:10][CH2:9][NH:8][C:7]2[CH:12]=[CH:13][C:14]([N+:16]([O-])=O)=[CH:15][C:6]1=2. The catalyst class is: 63. (6) Reactant: [O:1]=[C:2]([CH3:8])[CH2:3][CH2:4][C:5]([OH:7])=[O:6].[Br:9]Br. Product: [Br:9][CH:3]([C:2](=[O:1])[CH3:8])[CH2:4][C:5]([OH:7])=[O:6]. The catalyst class is: 33. (7) Reactant: [CH2:1]([O:3][C:4](=[O:17])[C:5]1[CH:10]=[CH:9][CH:8]=[C:7]([C:11]2[CH2:15][CH2:14][CH2:13][C:12]=2Br)[CH:6]=1)[CH3:2].C(=O)([O-])[O-].[K+].[K+].[CH2:24]([O:31][C:32]1[CH:37]=[CH:36][C:35]([Cl:38])=[CH:34][C:33]=1B(O)O)[C:25]1[CH:30]=[CH:29][CH:28]=[CH:27][CH:26]=1. Product: [CH2:1]([O:3][C:4](=[O:17])[C:5]1[CH:10]=[CH:9][CH:8]=[C:7]([C:11]2[CH2:15][CH2:14][CH2:13][C:12]=2[C:33]2[CH:34]=[C:35]([Cl:38])[CH:36]=[CH:37][C:32]=2[O:31][CH2:24][C:25]2[CH:26]=[CH:27][CH:28]=[CH:29][CH:30]=2)[CH:6]=1)[CH3:2]. The catalyst class is: 216.